From a dataset of Reaction yield outcomes from USPTO patents with 853,638 reactions. Predict the reaction yield, written as a fraction of the theoretical maximum amount of product (1.0 means a 100% yield; for example, 0.34 means a 34% yield). (1) The reactants are C([N-]C(C)C)(C)C.[Li+].[N:9]1[CH:14]=[CH:13][C:12]([CH3:15])=[CH:11][CH:10]=1.CON(C)[C:19](=[O:26])[C:20]1[CH:25]=[CH:24][CH:23]=[CH:22][CH:21]=1. The catalyst is C1COCC1. The product is [C:20]1([C:19](=[O:26])[CH2:15][C:12]2[CH:13]=[CH:14][N:9]=[CH:10][CH:11]=2)[CH:25]=[CH:24][CH:23]=[CH:22][CH:21]=1. The yield is 0.700. (2) The reactants are [Br:1][C:2]1[CH:3]=[C:4]2[C:8](=[CH:9][CH:10]=1)[CH:7]([NH2:11])[CH2:6][CH2:5]2.[OH-].[Na+].[C:14](O[C:14]([O:16][C:17]([CH3:20])([CH3:19])[CH3:18])=[O:15])([O:16][C:17]([CH3:20])([CH3:19])[CH3:18])=[O:15]. The catalyst is O.C1COCC1. The product is [Br:1][C:2]1[CH:3]=[C:4]2[C:8](=[CH:9][CH:10]=1)[CH:7]([NH:11][C:14](=[O:15])[O:16][C:17]([CH3:20])([CH3:19])[CH3:18])[CH2:6][CH2:5]2. The yield is 0.770. (3) The reactants are C(=O)(O[CH2:5][C:6]#[CH:7])OC.[O:9]=[C:10]([CH2:17][C:18]([O:20][CH2:21][CH3:22])=[O:19])[CH2:11][C:12]([O:14][CH2:15][CH3:16])=[O:13]. The catalyst is C1COCC1.C1C=CC(/C=C/C(/C=C/C2C=CC=CC=2)=O)=CC=1.C1C=CC(/C=C/C(/C=C/C2C=CC=CC=2)=O)=CC=1.C1C=CC(/C=C/C(/C=C/C2C=CC=CC=2)=O)=CC=1.[Pd].[Pd].C1(P(C2C=CC=CC=2)CCP(C2C=CC=CC=2)C2C=CC=CC=2)C=CC=CC=1. The product is [CH2:21]([O:20][C:18](=[O:19])[CH2:17][C:10]1[O:9][CH:5]=[C:6]([CH3:7])[C:11]=1[C:12]([O:14][CH2:15][CH3:16])=[O:13])[CH3:22]. The yield is 0.370. (4) The reactants are Br[C:2]1[CH:24]=[N:23][C:5]2[N:6]([CH2:15][O:16][CH2:17][CH2:18][Si:19]([CH3:22])([CH3:21])[CH3:20])[C:7]3[CH:12]=[N:11][C:10]([C:13]#[N:14])=[CH:9][C:8]=3[C:4]=2[CH:3]=1.[B:25]1([B:25]2[O:29][C:28]([CH3:31])([CH3:30])[C:27]([CH3:33])([CH3:32])[O:26]2)[O:29][C:28]([CH3:31])([CH3:30])[C:27]([CH3:33])([CH3:32])[O:26]1.C([O-])(=O)C.[K+]. The catalyst is O1CCOCC1.CS(C)=O.C1(P(C2C=CC=CC=2)[C-]2C=CC=C2)C=CC=CC=1.[C-]1(P(C2C=CC=CC=2)C2C=CC=CC=2)C=CC=C1.[Fe+2].Cl[Pd]Cl. The product is [CH3:32][C:27]1([CH3:33])[C:28]([CH3:31])([CH3:30])[O:29][B:25]([C:2]2[CH:24]=[N:23][C:5]3[N:6]([CH2:15][O:16][CH2:17][CH2:18][Si:19]([CH3:22])([CH3:21])[CH3:20])[C:7]4[CH:12]=[N:11][C:10]([C:13]#[N:14])=[CH:9][C:8]=4[C:4]=3[CH:3]=2)[O:26]1. The yield is 0.840.